Dataset: NCI-60 drug combinations with 297,098 pairs across 59 cell lines. Task: Regression. Given two drug SMILES strings and cell line genomic features, predict the synergy score measuring deviation from expected non-interaction effect. (1) Drug 1: CC(C1=C(C=CC(=C1Cl)F)Cl)OC2=C(N=CC(=C2)C3=CN(N=C3)C4CCNCC4)N. Drug 2: CC1=C(C=C(C=C1)C(=O)NC2=CC(=CC(=C2)C(F)(F)F)N3C=C(N=C3)C)NC4=NC=CC(=N4)C5=CN=CC=C5. Cell line: HL-60(TB). Synergy scores: CSS=3.46, Synergy_ZIP=2.12, Synergy_Bliss=-3.14, Synergy_Loewe=-23.8, Synergy_HSA=-12.1. (2) Drug 1: CC1=C2C(C(=O)C3(C(CC4C(C3C(C(C2(C)C)(CC1OC(=O)C(C(C5=CC=CC=C5)NC(=O)C6=CC=CC=C6)O)O)OC(=O)C7=CC=CC=C7)(CO4)OC(=O)C)O)C)OC(=O)C. Drug 2: C#CCC(CC1=CN=C2C(=N1)C(=NC(=N2)N)N)C3=CC=C(C=C3)C(=O)NC(CCC(=O)O)C(=O)O. Cell line: 786-0. Synergy scores: CSS=71.6, Synergy_ZIP=22.8, Synergy_Bliss=-1.24, Synergy_Loewe=51.1, Synergy_HSA=-1.37.